This data is from Merck oncology drug combination screen with 23,052 pairs across 39 cell lines. The task is: Regression. Given two drug SMILES strings and cell line genomic features, predict the synergy score measuring deviation from expected non-interaction effect. (1) Drug 1: COc1cc(C2c3cc4c(cc3C(OC3OC5COC(C)OC5C(O)C3O)C3COC(=O)C23)OCO4)cc(OC)c1O. Drug 2: C=CCn1c(=O)c2cnc(Nc3ccc(N4CCN(C)CC4)cc3)nc2n1-c1cccc(C(C)(C)O)n1. Cell line: MSTO. Synergy scores: synergy=10.6. (2) Drug 1: Cc1nc(Nc2ncc(C(=O)Nc3c(C)cccc3Cl)s2)cc(N2CCN(CCO)CC2)n1. Drug 2: NC1CCCCC1N.O=C(O)C(=O)O.[Pt+2]. Cell line: OCUBM. Synergy scores: synergy=-3.20. (3) Drug 1: CCN(CC)CCNC(=O)c1c(C)[nH]c(C=C2C(=O)Nc3ccc(F)cc32)c1C. Drug 2: C#Cc1cccc(Nc2ncnc3cc(OCCOC)c(OCCOC)cc23)c1. Cell line: UACC62. Synergy scores: synergy=21.7. (4) Drug 1: CC1CC2C3CCC4=CC(=O)C=CC4(C)C3(F)C(O)CC2(C)C1(O)C(=O)CO. Drug 2: C=CCn1c(=O)c2cnc(Nc3ccc(N4CCN(C)CC4)cc3)nc2n1-c1cccc(C(C)(C)O)n1. Cell line: SW837. Synergy scores: synergy=-3.04. (5) Drug 1: CN1C(=O)C=CC2(C)C3CCC4(C)C(NC(=O)OCC(F)(F)F)CCC4C3CCC12. Drug 2: CN(C)C(=N)N=C(N)N. Cell line: NCIH23. Synergy scores: synergy=-10.3. (6) Drug 1: O=C(NOCC(O)CO)c1ccc(F)c(F)c1Nc1ccc(I)cc1F. Drug 2: CCC1(O)C(=O)OCc2c1cc1n(c2=O)Cc2cc3c(CN(C)C)c(O)ccc3nc2-1. Cell line: ES2. Synergy scores: synergy=10.5.